Task: Predict the reactants needed to synthesize the given product.. Dataset: Retrosynthesis with 50K atom-mapped reactions and 10 reaction types from USPTO (1) Given the product CC(C)NC[C@@H]1CN(C(=O)OC(C)(C)C)C[C@H]1C(C)(C)O[SiH2]C(C)(C)C, predict the reactants needed to synthesize it. The reactants are: CC(C)(C)OC(=O)N1C[C@@H](C=O)[C@H](C(C)(C)O[SiH2]C(C)(C)C)C1.CC(C)N. (2) Given the product CCCc1c(Cc2ccc(-c3ccccc3C#N)cc2)c(=O)n(CC(=O)OC(C)(C)C)c2ncnn12, predict the reactants needed to synthesize it. The reactants are: CC(C)(C)OC(=O)CBr.CCCc1c(Cc2ccc(-c3ccccc3C#N)cc2)c(=O)[nH]c2ncnn12. (3) Given the product Nc1ccc(Oc2ccnc3cc(-c4cccc(OCCCCl)c4)sc23)c(F)c1, predict the reactants needed to synthesize it. The reactants are: O=[N+]([O-])c1ccc(Oc2ccnc3cc(-c4cccc(OCCCCl)c4)sc23)c(F)c1. (4) Given the product CCCCCNC(=O)C(N)Cc1ccc([N+](=O)[O-])cc1, predict the reactants needed to synthesize it. The reactants are: CCCCCNC(=O)C(Cc1ccc([N+](=O)[O-])cc1)NC(=O)OC(C)(C)C. (5) Given the product CN(C)c1nc(NCc2ccc(NC(=O)c3ccc(F)cc3)cc2)c2ccc(-c3ccc(C=O)cc3)cc2n1, predict the reactants needed to synthesize it. The reactants are: CN(C)c1nc(NCc2ccc(NC(=O)c3ccc(F)cc3)cc2)c2ccc(I)cc2n1.O=Cc1ccc(B(O)O)cc1. (6) Given the product C=C(C)C(=O)OC(O[SiH](C)C)c1cc(C(C)(C)C)cc(C(C)(C)C)c1, predict the reactants needed to synthesize it. The reactants are: C=C(C)C(=O)Cl.C[SiH](C)OC(O)c1cc(C(C)(C)C)cc(C(C)(C)C)c1. (7) Given the product O=C(O)C(F)(F)F, predict the reactants needed to synthesize it. The reactants are: CC(C)(C)OC(=O)N1CCN2C(=O)c3c(cc(Nc4ccccc4)cc3C(F)(F)F)[C@@H]2C1. (8) Given the product COC(=O)/C=C/c1cc(C=Cc2ccc(N3CCN(C(=O)OC(C)(C)C)CC3)cn2)cs1, predict the reactants needed to synthesize it. The reactants are: CC(C)(C)OC(=O)N1CCN(c2ccc(C=O)nc2)CC1.COC(=O)/C=C/c1cc(C[P+](c2ccccc2)(c2ccccc2)c2ccccc2)cs1.